From a dataset of Forward reaction prediction with 1.9M reactions from USPTO patents (1976-2016). Predict the product of the given reaction. (1) Given the reactants [F:1][C:2]1[CH:3]=[C:4]([CH:8]=[C:9]([F:11])[CH:10]=1)[C:5](Cl)=[O:6].[CH3:12][NH:13][C:14]1[CH:15]=[N:16][CH:17]=[CH:18][C:19]=1[C:20]1[CH:25]=[CH:24][CH:23]=[CH:22][C:21]=1[CH3:26].CCN(C(C)C)C(C)C, predict the reaction product. The product is: [F:1][C:2]1[CH:3]=[C:4]([CH:8]=[C:9]([F:11])[CH:10]=1)[C:5]([N:13]([CH3:12])[C:14]1[CH:15]=[N:16][CH:17]=[CH:18][C:19]=1[C:20]1[CH:25]=[CH:24][CH:23]=[CH:22][C:21]=1[CH3:26])=[O:6]. (2) Given the reactants [Cl:1][C:2]1[CH:27]=[CH:26][C:5]([O:6][CH2:7][C:8]([N:10]2[CH2:15][C@H:14]([CH3:16])[N:13]([CH2:17][C:18]3[CH:23]=[CH:22][C:21]([F:24])=[CH:20][CH:19]=3)[CH2:12][C@H:11]2[CH3:25])=[O:9])=[C:4]([OH:28])[CH:3]=1.[CH3:29][O:30][C:31](=[O:40])[C:32]1[CH:37]=[CH:36][C:35]([CH2:38]Br)=[N:34][CH:33]=1.C(=O)([O-])[O-].[Cs+].[Cs+], predict the reaction product. The product is: [CH3:29][O:30][C:31](=[O:40])[C:32]1[CH:37]=[CH:36][C:35]([CH2:38][O:28][C:4]2[CH:3]=[C:2]([Cl:1])[CH:27]=[CH:26][C:5]=2[O:6][CH2:7][C:8]([N:10]2[CH2:15][C@H:14]([CH3:16])[N:13]([CH2:17][C:18]3[CH:23]=[CH:22][C:21]([F:24])=[CH:20][CH:19]=3)[CH2:12][C@H:11]2[CH3:25])=[O:9])=[N:34][CH:33]=1. (3) Given the reactants [CH:1]1([C:5]([NH:7][C:8]2[CH:13]=[C:12]([O:14][C:15]3[CH:21]=[CH:20][C:18]([NH2:19])=[CH:17][CH:16]=3)[CH:11]=[CH:10][N:9]=2)=[O:6])[CH2:4][CH2:3][CH2:2]1.[S:22]1[CH:26]=[CH:25][N:24]=[C:23]1[NH:27][C:28](=O)[O:29]C1C=CC=CC=1.CS(C)=O.O, predict the reaction product. The product is: [CH:1]1([C:5]([NH:7][C:8]2[CH:13]=[C:12]([O:14][C:15]3[CH:16]=[CH:17][C:18]([NH:19][C:28]([NH:27][C:23]4[S:22][CH:26]=[CH:25][N:24]=4)=[O:29])=[CH:20][CH:21]=3)[CH:11]=[CH:10][N:9]=2)=[O:6])[CH2:2][CH2:3][CH2:4]1. (4) Given the reactants [CH3:1][C:2]1[C:6]([C:7]([OH:9])=O)=[CH:5][O:4][N:3]=1.C(Cl)(=O)C(Cl)=O.[Cl:16][C:17]1[CH:22]=[CH:21][C:20]([C:23]23[NH:41][CH2:40][CH2:39][N:24]2[C:25](=[O:38])[C:26]2[N:27]([N:29]=[C:30]([C:32]4[CH:37]=[CH:36][CH:35]=[CH:34][N:33]=4)[CH:31]=2)[CH2:28]3)=[CH:19][CH:18]=1, predict the reaction product. The product is: [Cl:16][C:17]1[CH:18]=[CH:19][C:20]([C:23]23[N:41]([C:7]([C:6]4[C:2]([CH3:1])=[N:3][O:4][CH:5]=4)=[O:9])[CH2:40][CH2:39][N:24]2[C:25](=[O:38])[C:26]2[N:27]([N:29]=[C:30]([C:32]4[CH:37]=[CH:36][CH:35]=[CH:34][N:33]=4)[CH:31]=2)[CH2:28]3)=[CH:21][CH:22]=1. (5) The product is: [CH3:24][N:9]([C@H:7]1[CH2:6][C@@H:5]([O:4][C:2]([CH3:1])([Si:17]([CH3:20])([CH3:19])[CH3:18])[CH3:3])[CH2:8]1)[C:10](=[O:16])[O:11][C:12]([CH3:13])([CH3:14])[CH3:15]. Given the reactants [CH3:1][C:2]([Si:17]([CH3:20])([CH3:19])[CH3:18])([O:4][C@@H:5]1[CH2:8][C@H:7]([NH:9][C:10](=[O:16])[O:11][C:12]([CH3:15])([CH3:14])[CH3:13])[CH2:6]1)[CH3:3].[H-].[Na+].I[CH3:24], predict the reaction product. (6) Given the reactants Cl[C:2]1[C:7]([C:8]2[CH:15]=[CH:14][C:11]([CH:12]=[O:13])=[CH:10][CH:9]=2)=[CH:6][C:5](=[O:16])[N:4]([CH3:17])[N:3]=1.[O:18]([C:25]1[CH:30]=[CH:29][CH:28]=[CH:27][C:26]=1B(O)O)[C:19]1[CH:24]=[CH:23][CH:22]=[CH:21][CH:20]=1.C(=O)([O-])[O-].[Na+].[Na+], predict the reaction product. The product is: [CH3:17][N:4]1[C:5](=[O:16])[CH:6]=[C:7]([C:8]2[CH:15]=[CH:14][C:11]([CH:12]=[O:13])=[CH:10][CH:9]=2)[C:2]([C:20]2[CH:21]=[CH:22][CH:23]=[CH:24][C:19]=2[O:18][C:25]2[CH:26]=[CH:27][CH:28]=[CH:29][CH:30]=2)=[N:3]1.